Dataset: Reaction yield outcomes from USPTO patents with 853,638 reactions. Task: Predict the reaction yield, written as a fraction of the theoretical maximum amount of product (1.0 means a 100% yield; for example, 0.34 means a 34% yield). (1) The reactants are [CH2:1]([O:3][C:4](=[O:23])[C:5]([C:7]1[C:8]([CH3:22])=[N:9][C:10]2[N:11]([N:14]=[C:15]([C:17]([O:19][CH2:20][CH3:21])=[O:18])[CH:16]=2)[C:12]=1[I:13])=[O:6])[CH3:2].CB1N2CCC[C@@H]2C(C2C=CC=CC=2)(C2C=CC=CC=2)O1.C1(C)C=CC=CC=1. The catalyst is C1(C)C=CC=CC=1.CCOC(C)=O.C([O-])([O-])=O.[Na+].[Na+]. The product is [CH2:1]([O:3][C:4](=[O:23])[C@H:5]([C:7]1[C:8]([CH3:22])=[N:9][C:10]2[N:11]([N:14]=[C:15]([C:17]([O:19][CH2:20][CH3:21])=[O:18])[CH:16]=2)[C:12]=1[I:13])[OH:6])[CH3:2]. The yield is 0.820. (2) The reactants are CO.[CH3:3][O:4][C:5]1[CH:10]=[CH:9][CH:8]=[C:7]([O:11][CH3:12])[C:6]=1[C:13]1[C:21]2[C:16](=[N:17][CH:18]=[C:19]([C:22]3[CH:23]=[C:24]([C:28]([N:30]4[CH2:35][CH2:34][O:33][CH2:32][CH2:31]4)=[O:29])[CH:25]=[CH:26][CH:27]=3)[CH:20]=2)[N:15](S(C2C=CC(C)=CC=2)(=O)=O)[CH:14]=1.[OH-].[K+]. The catalyst is O. The product is [CH3:3][O:4][C:5]1[CH:10]=[CH:9][CH:8]=[C:7]([O:11][CH3:12])[C:6]=1[C:13]1[C:21]2[C:16](=[N:17][CH:18]=[C:19]([C:22]3[CH:23]=[C:24]([C:28]([N:30]4[CH2:31][CH2:32][O:33][CH2:34][CH2:35]4)=[O:29])[CH:25]=[CH:26][CH:27]=3)[CH:20]=2)[NH:15][CH:14]=1. The yield is 0.310.